Dataset: Reaction yield outcomes from USPTO patents with 853,638 reactions. Task: Predict the reaction yield, written as a fraction of the theoretical maximum amount of product (1.0 means a 100% yield; for example, 0.34 means a 34% yield). (1) The reactants are [O:1]1[CH2:6][CH2:5][N:4]([CH2:7][CH2:8][NH2:9])[CH2:3][CH2:2]1.[Br:10][C:11]1[CH:12]=[CH:13][C:14](F)=[N:15][CH:16]=1.CCN(C(C)C)C(C)C. The catalyst is CS(C)=O. The product is [Br:10][C:11]1[CH:12]=[CH:13][C:14]([NH:9][CH2:8][CH2:7][N:4]2[CH2:5][CH2:6][O:1][CH2:2][CH2:3]2)=[N:15][CH:16]=1. The yield is 0.670. (2) The reactants are Br[C:2]1[CH:3]=[C:4]([CH:7]=[CH:8][CH:9]=1)[C:5]#[N:6].[NH:10]1[CH2:15][CH2:14][NH:13][CH2:12][CH2:11]1.CC(C)([O-])C.[Na+].C1(P(C2C=CC=CC=2)C2C=CC3C(=CC=CC=3)C=2C2C3C(=CC=CC=3)C=CC=2P(C2C=CC=CC=2)C2C=CC=CC=2)C=CC=CC=1. The catalyst is C1(C)C=CC=CC=1.C(OCC)C. The product is [C:5]([C:4]1[CH:3]=[C:2]([N:10]2[CH2:15][CH2:14][NH:13][CH2:12][CH2:11]2)[CH:9]=[CH:8][CH:7]=1)#[N:6]. The yield is 0.630. (3) The catalyst is CN(C)C=O. The reactants are [CH2:1](Br)[C:2]1[CH:7]=[CH:6][CH:5]=[CH:4][CH:3]=1.[C:9]([O:13][C:14]([NH:16][C@@:17]1([C:27]([OH:29])=[O:28])[CH2:22][C:21](=[O:23])[C@@H:20]2[C@H:18]1[C@H:19]2[C:24]([OH:26])=[O:25])=[O:15])([CH3:12])([CH3:11])[CH3:10].C(=O)([O-])[O-].[Cs+].[Cs+]. The product is [C:9]([O:13][C:14]([NH:16][C@@:17]1([C:27]([O:29][CH2:1][C:2]2[CH:7]=[CH:6][CH:5]=[CH:4][CH:3]=2)=[O:28])[CH2:22][C:21](=[O:23])[C@@H:20]2[C@H:18]1[C@H:19]2[C:24]([O:26][CH2:1][C:2]1[CH:7]=[CH:6][CH:5]=[CH:4][CH:3]=1)=[O:25])=[O:15])([CH3:12])([CH3:10])[CH3:11]. The yield is 0.785. (4) The reactants are [Cl:1][C:2]1[CH:3]=[CH:4][C:5]2[C:11]3[N:12]=[C:13]([NH:16][C:17]4[CH:22]=[CH:21][C:20]([O:23][CH3:24])=[C:19]([O:25][CH3:26])[CH:18]=4)[N:14]=[CH:15][C:10]=3[CH2:9][N:8]=[C:7]([C:27]3[CH:32]=[CH:31][CH:30]=[CH:29][C:28]=3[F:33])[C:6]=2[CH:34]=1.C(O)(=O)C. The catalyst is ClCCl.[Zn]. The product is [Cl:1][C:2]1[CH:3]=[CH:4][C:5]2[C:11]3[N:12]=[C:13]([NH:16][C:17]4[CH:22]=[CH:21][C:20]([O:23][CH3:24])=[C:19]([O:25][CH3:26])[CH:18]=4)[N:14]=[CH:15][C:10]=3[CH2:9][NH:8][CH:7]([C:27]3[CH:32]=[CH:31][CH:30]=[CH:29][C:28]=3[F:33])[C:6]=2[CH:34]=1. The yield is 0.650.